This data is from Full USPTO retrosynthesis dataset with 1.9M reactions from patents (1976-2016). The task is: Predict the reactants needed to synthesize the given product. (1) Given the product [C:1]([C:3]1[CH:8]=[CH:7][C:6]([C:9]2[N:19]([C:21]3[CH:22]=[N:23][CH:24]=[CH:25][CH:26]=3)[N:20]=[C:11]([C:12]([O:14][CH2:15][CH3:16])=[O:13])[CH:10]=2)=[CH:5][CH:4]=1)#[N:2], predict the reactants needed to synthesize it. The reactants are: [C:1]([C:3]1[CH:8]=[CH:7][C:6]([C:9](=O)[CH2:10][C:11](=O)[C:12]([O:14][CH2:15][CH3:16])=[O:13])=[CH:5][CH:4]=1)#[N:2].[NH:19]([C:21]1[CH:22]=[N:23][CH:24]=[CH:25][CH:26]=1)[NH2:20].Cl.C(=O)(O)[O-].[Na+]. (2) Given the product [Cl:30][C:31]1[N:36]=[C:35]([NH:1][C:2]2[C:12]([F:13])=[CH:11][CH:10]=[CH:9][C:3]=2[C:4]([NH:6][CH2:7][CH3:8])=[O:5])[C:34]([Cl:38])=[CH:33][N:32]=1, predict the reactants needed to synthesize it. The reactants are: [NH2:1][C:2]1[C:12]([F:13])=[CH:11][CH:10]=[CH:9][C:3]=1[C:4]([NH:6][CH2:7][CH3:8])=[O:5].CN1CCCC1=O.C(N(CC)C(C)C)(C)C.[Cl:30][C:31]1[N:36]=[C:35](Cl)[C:34]([Cl:38])=[CH:33][N:32]=1.